Task: Predict which catalyst facilitates the given reaction.. Dataset: Catalyst prediction with 721,799 reactions and 888 catalyst types from USPTO (1) Reactant: OS([O-])=O.[Na+].O[C:7]1[CH:8]=[C:9]2[C:14](=[CH:15][CH:16]=1)[CH:13]=[C:12]([C:17](=[O:19])[CH3:18])[CH:11]=[CH:10]2.[CH3:20][NH:21][CH2:22][CH2:23][OH:24]. Product: [OH:24][CH2:23][CH2:22][N:21]([CH3:20])[C:7]1[CH:8]=[C:9]2[C:14](=[CH:15][CH:16]=1)[CH:13]=[C:12]([C:17](=[O:19])[CH3:18])[CH:11]=[CH:10]2. The catalyst class is: 69. (2) Product: [CH2:1]([N:4]1[C:12]2[C:11](=[O:13])[N:10]([CH2:14][CH2:15][CH2:16][OH:17])[C:9](=[O:25])[N:8]([CH2:26][CH3:27])[C:7]=2[N:6]=[C:5]1[Cl:28])[CH:2]=[CH2:3]. The catalyst class is: 8. Reactant: [CH2:1]([N:4]1[C:12]2[C:11](=[O:13])[N:10]([CH2:14][CH2:15][CH2:16][O:17][Si](C(C)(C)C)(C)C)[C:9](=[O:25])[N:8]([CH2:26][CH3:27])[C:7]=2[N:6]=[C:5]1[Cl:28])[CH:2]=[CH2:3].Cl. (3) Reactant: [OH:1][C:2]1[CH:7]=[CH:6][C:5]([C:8]2[C:17](=[O:18])[C:16]3[C:11](=[CH:12][C:13]([O:19][CH3:20])=[CH:14][CH:15]=3)[O:10][CH:9]=2)=[CH:4][CH:3]=1.C([O-])([O-])=O.[K+].[K+].[CH2:27]([CH:29]1[O:31][CH2:30]1)Cl.C(#N)C. Product: [CH3:20][O:19][C:13]1[CH:12]=[C:11]2[C:16]([C:17](=[O:18])[C:8]([C:5]3[CH:4]=[CH:3][C:2]([O:1][CH2:27][CH:29]4[CH2:30][O:31]4)=[CH:7][CH:6]=3)=[CH:9][O:10]2)=[CH:15][CH:14]=1. The catalyst class is: 6. (4) Reactant: [NH2:1][C:2]1[CH:16]=[CH:15][CH:14]=[CH:13][C:3]=1[C:4]([C:6]1[CH:11]=[CH:10][C:9]([F:12])=[CH:8][CH:7]=1)=O.[CH:17]1([C:20](=O)[CH2:21][C:22]([O:24][CH3:25])=[O:23])[CH2:19][CH2:18]1.S(=O)(=O)(O)O. Product: [CH:17]1([C:20]2[C:21]([C:22]([O:24][CH3:25])=[O:23])=[C:4]([C:6]3[CH:11]=[CH:10][C:9]([F:12])=[CH:8][CH:7]=3)[C:3]3[C:2](=[CH:16][CH:15]=[CH:14][CH:13]=3)[N:1]=2)[CH2:19][CH2:18]1. The catalyst class is: 5. (5) Reactant: [Cl:1][C:2]1[CH:3]=[C:4]2[C:9](=[CH:10][CH:11]=1)[C:8](=[O:12])[N:7]([C:13]1[CH:14]=[N:15][CH:16]=[C:17]([CH2:19][OH:20])[CH:18]=1)[CH2:6][CH2:5]2.[H-].[Na+].[H][H].[CH3:25]I. Product: [Cl:1][C:2]1[CH:3]=[C:4]2[C:9](=[CH:10][CH:11]=1)[C:8](=[O:12])[N:7]([C:13]1[CH:14]=[N:15][CH:16]=[C:17]([CH2:19][O:20][CH3:25])[CH:18]=1)[CH2:6][CH2:5]2. The catalyst class is: 1. (6) Reactant: [C:1]([N:4]1[CH:10]2[CH:8]([CH:9]2[CH2:11][O:12][CH2:13][C:14]2[CH:19]=[CH:18][CH:17]=[CH:16][CH:15]=2)[N:7]([CH2:20][C:21]2[CH:26]=[CH:25][C:24]([F:27])=[CH:23][CH:22]=2)[C:6](=[O:28])[CH2:5]1)(=[O:3])[CH3:2].C[Si]([N-][Si](C)(C)C)(C)C.[Li+].C1COCC1.[C:44](OCC)(=[O:50])[C:45](OCC)=[O:46].Cl. Product: [CH2:13]([O:12][CH2:11][CH:9]1[CH:10]2[CH:8]1[N:7]([CH2:20][C:21]1[CH:26]=[CH:25][C:24]([F:27])=[CH:23][CH:22]=1)[C:6](=[O:28])[C:5]1[N:4]2[C:1](=[O:3])[CH:2]=[C:44]([OH:50])[C:45]=1[OH:46])[C:14]1[CH:19]=[CH:18][CH:17]=[CH:16][CH:15]=1. The catalyst class is: 3.